Dataset: Reaction yield outcomes from USPTO patents with 853,638 reactions. Task: Predict the reaction yield, written as a fraction of the theoretical maximum amount of product (1.0 means a 100% yield; for example, 0.34 means a 34% yield). (1) The reactants are [N:1]1[CH:6]=[CH:5][N:4]=[CH:3][C:2]=1[C:7]([OH:9])=O.CCN=C=NCCCN(C)C.[NH2:21][C:22]1[CH:27]=[CH:26][CH:25]=[CH:24][C:23]=1[NH:28][C:29](=[O:35])[O:30][C:31]([CH3:34])([CH3:33])[CH3:32]. The catalyst is ClCCl.N1C=CC=CC=1.CN(C1C=CN=CC=1)C. The product is [N:1]1[CH:6]=[CH:5][N:4]=[CH:3][C:2]=1[C:7]([NH:21][C:22]1[CH:27]=[CH:26][CH:25]=[CH:24][C:23]=1[NH:28][C:29](=[O:35])[O:30][C:31]([CH3:33])([CH3:32])[CH3:34])=[O:9]. The yield is 0.316. (2) The reactants are [C:1]1([C:24]2[CH:29]=[CH:28][CH:27]=[CH:26][CH:25]=2)[CH:6]=[CH:5][CH:4]=[CH:3][C:2]=1[NH:7][C:8](=[O:23])[O:9][CH:10]1[CH2:15][CH2:14][N:13](CC2C=CC=CC=2)[CH2:12][CH2:11]1.C(O)=O. The catalyst is CO.[Pd]. The product is [C:1]1([C:24]2[CH:29]=[CH:28][CH:27]=[CH:26][CH:25]=2)[CH:6]=[CH:5][CH:4]=[CH:3][C:2]=1[NH:7][C:8](=[O:23])[O:9][CH:10]1[CH2:15][CH2:14][NH:13][CH2:12][CH2:11]1. The yield is 0.690. (3) The reactants are Cl[C:2]1[CH:7]=[CH:6][C:5]([O:8][C:9]2[CH:14]=[CH:13][C:12]([N+:15]([O-:17])=[O:16])=[CH:11][C:10]=2[CH3:18])=[CH:4][N:3]=1.CC(C1C=C(C(C)C)C(C2C=CC=CC=2P(C2CCCCC2)C2CCCCC2)=C(C(C)C)C=1)C.[Li+].C[Si]([N-:58][Si](C)(C)C)(C)C. The catalyst is C1COCC1.C1C=CC(/C=C/C(/C=C/C2C=CC=CC=2)=O)=CC=1.C1C=CC(/C=C/C(/C=C/C2C=CC=CC=2)=O)=CC=1.C1C=CC(/C=C/C(/C=C/C2C=CC=CC=2)=O)=CC=1.[Pd].[Pd]. The product is [CH3:18][C:10]1[CH:11]=[C:12]([N+:15]([O-:17])=[O:16])[CH:13]=[CH:14][C:9]=1[O:8][C:5]1[CH:6]=[CH:7][C:2]([NH2:58])=[N:3][CH:4]=1. The yield is 0.330.